Dataset: Catalyst prediction with 721,799 reactions and 888 catalyst types from USPTO. Task: Predict which catalyst facilitates the given reaction. (1) Reactant: [N:1]1[N:2]([C:6]2[CH:31]=[CH:30][CH:29]=[CH:28][C:7]=2[C:8]([N:10]2[C@H:15]([CH3:16])[CH2:14][CH2:13][C@@H:12]([C:17](=O)[CH2:18][NH:19][C:20](=O)[C:21]([O:23][CH2:24][CH3:25])=[O:22])[CH2:11]2)=[O:9])[N:3]=[CH:4][CH:5]=1.COC1C=CC(P2(SP(C3C=CC(OC)=CC=3)(=S)S2)=[S:41])=CC=1. Product: [N:1]1[N:2]([C:6]2[CH:31]=[CH:30][CH:29]=[CH:28][C:7]=2[C:8]([N:10]2[C@H:15]([CH3:16])[CH2:14][CH2:13][C@@H:12]([C:17]3[S:41][C:20]([C:21]([O:23][CH2:24][CH3:25])=[O:22])=[N:19][CH:18]=3)[CH2:11]2)=[O:9])[N:3]=[CH:4][CH:5]=1. The catalyst class is: 1. (2) Reactant: [Na].[CH3:2][O-:3].[Na+].F[B-](F)(F)F.CO[N+:12]1[N:13]([C:18]2[CH:23]=[CH:22][C:21]([C:24]([F:27])([F:26])[F:25])=[CH:20][CH:19]=2)[N:14]=[C:15]([CH3:17])[CH:16]=1. Product: [CH3:2][O:3][C:16]1[C:15]([CH3:17])=[N:14][N:13]([C:18]2[CH:19]=[CH:20][C:21]([C:24]([F:25])([F:26])[F:27])=[CH:22][CH:23]=2)[N:12]=1. The catalyst class is: 24. (3) Reactant: [F:1][C:2]([F:17])([F:16])[CH:3]([C:5]1[CH:10]=[CH:9][C:8]([F:11])=[C:7]([C:12]([F:15])([F:14])[F:13])[CH:6]=1)[NH2:4].[Cl:18][C:19]1[CH:27]=[C:26]2[C:22]([CH:23]=[C:24]([C:28](O)=[O:29])[NH:25]2)=[CH:21][C:20]=1[C:31]([O:33][CH2:34][CH3:35])=[O:32].F[P-](F)(F)(F)(F)F.N1(OC(N(C)C)=[N+](C)C)C2C=CC=CC=2N=N1.CN1CCOCC1. Product: [Cl:18][C:19]1[CH:27]=[C:26]2[C:22]([CH:23]=[C:24]([C:28](=[O:29])[NH:4][CH:3]([C:5]3[CH:10]=[CH:9][C:8]([F:11])=[C:7]([C:12]([F:13])([F:14])[F:15])[CH:6]=3)[C:2]([F:1])([F:16])[F:17])[NH:25]2)=[CH:21][C:20]=1[C:31]([O:33][CH2:34][CH3:35])=[O:32]. The catalyst class is: 35. (4) Reactant: [NH:1]1[CH2:6][CH2:5][CH:4]([CH2:7][CH2:8][OH:9])[CH2:3][CH2:2]1.C(N(CC)CC)C.[C:17](OC([O-])=O)([O:19][C:20]([CH3:23])([CH3:22])[CH3:21])=[O:18]. Product: [C:20]([O:19][C:17]([N:1]1[CH2:6][CH2:5][CH:4]([CH2:7][CH2:8][OH:9])[CH2:3][CH2:2]1)=[O:18])([CH3:23])([CH3:22])[CH3:21]. The catalyst class is: 10. (5) Reactant: [F:1][C:2]1[CH:3]=[C:4]2[CH:10]=[CH:9][N:8]([CH2:11][C:12]3[CH:17]=[CH:16][CH:15]=[C:14]([F:18])[CH:13]=3)[C:5]2=[N:6][CH:7]=1.CC[C:21]([O-:23])=[O:22].[OH-].[K+]. Product: [F:1][C:2]1[CH:3]=[C:4]2[CH:10]=[C:9]([C:21]([OH:23])=[O:22])[N:8]([CH2:11][C:12]3[CH:17]=[CH:16][CH:15]=[C:14]([F:18])[CH:13]=3)[C:5]2=[N:6][CH:7]=1. The catalyst class is: 40. (6) Reactant: [CH3:1][O:2][C:3]1[CH:8]=[CH:7][C:6]([C:9](=[O:15])[CH2:10][CH2:11][C:12]([OH:14])=[O:13])=[CH:5][C:4]=1[CH3:16].[OH-].[Na+].[CH2:19](O)[CH3:20]. Product: [CH2:19]([O:13][C:12](=[O:14])[CH2:11][CH2:10][C:9]([C:6]1[CH:7]=[CH:8][C:3]([O:2][CH3:1])=[C:4]([CH3:16])[CH:5]=1)=[O:15])[CH3:20]. The catalyst class is: 561. (7) The catalyst class is: 352. Product: [CH2:1]([O:8][CH2:9][CH:10]1[CH2:14][N:13]([C:15]2[C:19]([NH:20][C:25](=[O:26])[O:27][C:28]([CH3:31])([CH3:30])[CH3:29])=[CH:18][N:17]([CH3:23])[N:16]=2)[C:12](=[O:24])[CH2:11]1)[C:2]1[CH:7]=[CH:6][CH:5]=[CH:4][CH:3]=1. Reactant: [CH2:1]([O:8][CH2:9][CH:10]1[CH2:14][N:13]([C:15]2[C:19]([N+:20]([O-])=O)=[CH:18][N:17]([CH3:23])[N:16]=2)[C:12](=[O:24])[CH2:11]1)[C:2]1[CH:7]=[CH:6][CH:5]=[CH:4][CH:3]=1.[C:25](O[C:25]([O:27][C:28]([CH3:31])([CH3:30])[CH3:29])=[O:26])([O:27][C:28]([CH3:31])([CH3:30])[CH3:29])=[O:26].C(N(CC)CC)C.C1COCC1. (8) Reactant: [NH2:1][C:2]1[C:11]2[N:12]=[C:13]([CH2:23][O:24][CH2:25][CH3:26])[N:14]([CH2:15][C:16]([NH:19][C:20](=[O:22])[CH3:21])([CH3:18])[CH3:17])[C:10]=2[C:9]2[CH:8]=[CH:7][C:6]([O:27]CC3C=CC=CC=3)=[CH:5][C:4]=2[N:3]=1.[H][H]. Product: [NH2:1][C:2]1[C:11]2[N:12]=[C:13]([CH2:23][O:24][CH2:25][CH3:26])[N:14]([CH2:15][C:16]([NH:19][C:20](=[O:22])[CH3:21])([CH3:18])[CH3:17])[C:10]=2[C:9]2[CH:8]=[CH:7][C:6]([OH:27])=[CH:5][C:4]=2[N:3]=1. The catalyst class is: 29. (9) Reactant: [NH:1]1[C:7]2[CH:8]=[CH:9][CH:10]=[CH:11][C:6]=2[CH:5]=[CH:4][CH:3]=[CH:2]1.[CH:12](=O)[CH3:13].C(O[BH-](OC(=O)C)OC(=O)C)(=O)C.[Na+].C(O)(=O)C. Product: [CH2:12]([N:1]1[C:7]2[CH:8]=[CH:9][CH:10]=[CH:11][C:6]=2[CH:5]=[CH:4][CH:3]=[CH:2]1)[CH3:13]. The catalyst class is: 4. (10) Reactant: [Cl:1][C:2]1[CH:3]=[C:4]([C:14]([O:16]C)=[O:15])[C:5]([C:8]2[CH:9]=[N:10][CH:11]=[CH:12][CH:13]=2)=[N:6][CH:7]=1.[OH-].[K+].O.[ClH:21]. Product: [Cl:1][C:2]1[CH:3]=[C:4]([C:14]([OH:16])=[O:15])[C:5]([C:8]2[CH:9]=[N:10][CH:11]=[CH:12][CH:13]=2)=[N:6][CH:7]=1.[ClH:21]. The catalyst class is: 83.